Predict which catalyst facilitates the given reaction. From a dataset of Catalyst prediction with 721,799 reactions and 888 catalyst types from USPTO. (1) Reactant: [I:1][C:2]1[C:7]([O:8][CH3:9])=[CH:6][C:5]([CH:10]([OH:15])[C:11]([CH3:14])([CH3:13])[CH3:12])=[C:4]([N+:16]([O-:18])=[O:17])[CH:3]=1.[C@:19]12([CH3:31])[C:25]([CH3:27])([CH3:26])[CH:22]([CH2:23][CH2:24]1)[CH2:21][CH:20]2[C:28](Cl)=[O:29]. Product: [C@:19]12([CH3:31])[C:25]([CH3:26])([CH3:27])[CH:22]([CH2:23][CH2:24]1)[CH2:21][CH:20]2[C:28]([O:15][CH:10]([C:5]1[CH:6]=[C:7]([O:8][CH3:9])[C:2]([I:1])=[CH:3][C:4]=1[N+:16]([O-:18])=[O:17])[C:11]([CH3:14])([CH3:13])[CH3:12])=[O:29]. The catalyst class is: 79. (2) Reactant: C(N1C(C2C=CC=CC=2)CC(C)(C)[N:10]2[N:22]=CC(C(=O)CC3C=CC(C)=CC=3)=C12)C1C=CC=CC=1.C(O[CH:38]=[C:39]([S:42]([CH2:45][C:46]1[CH:51]=[CH:50][C:49]([CH3:52])=[CH:48][CH:47]=1)(=[O:44])=[O:43])[C:40]#[N:41])C.O.NN. Product: [C:49]1([CH3:52])[CH:50]=[CH:51][C:46]([CH2:45][S:42]([C:39]2[CH:38]=[N:22][NH:10][C:40]=2[NH2:41])(=[O:44])=[O:43])=[CH:47][CH:48]=1. The catalyst class is: 8.